This data is from Catalyst prediction with 721,799 reactions and 888 catalyst types from USPTO. The task is: Predict which catalyst facilitates the given reaction. Reactant: [Cl:1][C:2]1[N:7]=[C:6]([NH:8][CH:9]2[CH2:13][CH2:12][CH2:11][CH2:10]2)[C:5]([N+:14]([O-])=O)=[CH:4][N:3]=1.O.O.[Sn](Cl)Cl.N. Product: [Cl:1][C:2]1[N:7]=[C:6]([NH:8][CH:9]2[CH2:13][CH2:12][CH2:11][CH2:10]2)[C:5]([NH2:14])=[CH:4][N:3]=1. The catalyst class is: 25.